This data is from Full USPTO retrosynthesis dataset with 1.9M reactions from patents (1976-2016). The task is: Predict the reactants needed to synthesize the given product. Given the product [Cl:20][C:17]([F:19])([F:18])[O:16][C:13]1[CH:14]=[CH:15][C:10]([NH:9][C:7](=[O:8])[C:6]2[CH:21]=[C:2]([C:32]3[CH:33]=[C:34]([F:36])[CH:35]=[C:30]([C:28]#[N:29])[CH:31]=3)[C:3]([N:22]3[CH2:26][CH2:25][C@@H:24]([OH:27])[CH2:23]3)=[N:4][CH:5]=2)=[CH:11][CH:12]=1, predict the reactants needed to synthesize it. The reactants are: Br[C:2]1[C:3]([N:22]2[CH2:26][CH2:25][C@@H:24]([OH:27])[CH2:23]2)=[N:4][CH:5]=[C:6]([CH:21]=1)[C:7]([NH:9][C:10]1[CH:15]=[CH:14][C:13]([O:16][C:17]([Cl:20])([F:19])[F:18])=[CH:12][CH:11]=1)=[O:8].[C:28]([C:30]1[CH:31]=[C:32](B(O)O)[CH:33]=[C:34]([F:36])[CH:35]=1)#[N:29].